This data is from Reaction yield outcomes from USPTO patents with 853,638 reactions. The task is: Predict the reaction yield, written as a fraction of the theoretical maximum amount of product (1.0 means a 100% yield; for example, 0.34 means a 34% yield). (1) The reactants are Br[C:2]1[CH:10]=[C:9]2[C:5]([CH2:6][C:7]3([CH2:16][CH2:15][C:14]([F:18])([F:17])[CH2:13][CH2:12]3)[C:8]2=[O:11])=[CH:4][CH:3]=1.[C:19]([C:21]1[CH:22]=[C:23](B(O)O)[CH:24]=[CH:25][CH:26]=1)#[N:20].C(=O)([O-])[O-].[Cs+].[Cs+]. The catalyst is O1CCOCC1.O.Cl[Pd](Cl)([P](C1C=CC=CC=1)(C1C=CC=CC=1)C1C=CC=CC=1)[P](C1C=CC=CC=1)(C1C=CC=CC=1)C1C=CC=CC=1. The product is [F:17][C:14]1([F:18])[CH2:15][CH2:16][C:7]2([CH2:6][C:5]3[C:9](=[CH:10][C:2]([C:25]4[CH:26]=[C:21]([CH:22]=[CH:23][CH:24]=4)[C:19]#[N:20])=[CH:3][CH:4]=3)[C:8]2=[O:11])[CH2:12][CH2:13]1. The yield is 0.800. (2) The reactants are [H-].[Na+].[C:3]1(C)C=CC=CC=1.[CH:10]([C:12]1[CH:17]=[CH:16][C:15]([C:18]2[CH:23]=[CH:22][CH:21]=[CH:20][N:19]=2)=[CH:14][CH:13]=1)=O. The catalyst is [Br-].C[P+](C1C=CC=CC=1)(C1C=CC=CC=1)C1C=CC=CC=1.O. The product is [CH:10]([C:12]1[CH:17]=[CH:16][C:15]([C:18]2[CH:23]=[CH:22][CH:21]=[CH:20][N:19]=2)=[CH:14][CH:13]=1)=[CH2:3]. The yield is 0.850.